This data is from Full USPTO retrosynthesis dataset with 1.9M reactions from patents (1976-2016). The task is: Predict the reactants needed to synthesize the given product. (1) Given the product [Cl:29][CH2:14][C:11]1[S:12][CH:13]=[C:1]([C:2]([Cl:4])=[O:3])[N:10]=1, predict the reactants needed to synthesize it. The reactants are: [C:1](Cl)(=O)[C:2]([Cl:4])=[O:3].ClCC1[N:10]=[C:11]([C:14]2C=CC(C(O)=O)=CC=2)[S:12][CH:13]=1.CN(C=O)C.C(Cl)[Cl:29]. (2) Given the product [N+:23]([C:26]1[CH:27]=[CH:28][C:29]([CH2:30][CH2:31][NH:32][C:6](=[O:11])[C:7]([F:8])([F:9])[F:10])=[CH:33][CH:34]=1)([O-:25])=[O:24], predict the reactants needed to synthesize it. The reactants are: [F:8][C:7]([F:10])([F:9])[C:6](O[C:6](=[O:11])[C:7]([F:10])([F:9])[F:8])=[O:11].N1C(C)=CC=CC=1C.Cl.[N+:23]([C:26]1[CH:34]=[CH:33][C:29]([CH2:30][CH2:31][NH2:32])=[CH:28][CH:27]=1)([O-:25])=[O:24].